Predict which catalyst facilitates the given reaction. From a dataset of Catalyst prediction with 721,799 reactions and 888 catalyst types from USPTO. (1) Reactant: CC1(C)[O:7][CH2:6][CH:5]([CH2:8][CH2:9][N:10]2[CH:17]=[C:16]([CH3:18])[C:14](=[O:15])[NH:13][C:11]2=[O:12])[CH2:4][O:3]1.[OH-].[Na+]. The catalyst class is: 33. Product: [OH:3][CH2:4][CH:5]([CH2:6][OH:7])[CH2:8][CH2:9][N:10]1[CH:17]=[C:16]([CH3:18])[C:14](=[O:15])[NH:13][C:11]1=[O:12]. (2) Reactant: [CH:1]([CH:3]1[C:12]2[C:7](=[C:8]([N+:13]([O-])=O)[CH:9]=[CH:10][CH:11]=2)[CH2:6][O:5][CH2:4]1)=[CH2:2].[NH4+].[Cl-]. Product: [CH:1]([CH:3]1[C:12]2[C:7](=[C:8]([NH2:13])[CH:9]=[CH:10][CH:11]=2)[CH2:6][O:5][CH2:4]1)=[CH2:2]. The catalyst class is: 314. (3) Reactant: [NH2:1][CH:2]1[C@@H:10]2[N:6]([CH2:7][C@H:8]([O:18][C@@H:19]([C:21]3[CH:26]=[C:25]([C:27]([F:30])([F:29])[F:28])[CH:24]=[C:23]([C:31]([F:34])([F:33])[F:32])[CH:22]=3)[CH3:20])[C@H:9]2[C:11]2[CH:16]=[CH:15][C:14]([F:17])=[CH:13][CH:12]=2)[C:5](=[O:35])[CH2:4][CH2:3]1.C(N(C(C)C)CC)(C)C.Cl[C:46]([O:48][CH3:49])=[O:47]. Product: [F:33][C:31]([F:34])([F:32])[C:23]1[CH:22]=[C:21]([C@H:19]([O:18][C@H:8]2[CH2:7][N:6]3[C@@H:10]([CH:2]([NH:1][C:46](=[O:47])[O:48][CH3:49])[CH2:3][CH2:4][C:5]3=[O:35])[C@@H:9]2[C:11]2[CH:16]=[CH:15][C:14]([F:17])=[CH:13][CH:12]=2)[CH3:20])[CH:26]=[C:25]([C:27]([F:28])([F:29])[F:30])[CH:24]=1. The catalyst class is: 2. (4) Reactant: [C:1]([O:5][C:6]([N:8]1[C@H:13]([CH2:14][NH:15]CC2C=CC=CC=2)[CH2:12][C@H:11]2[C@@H:9]1[CH2:10]2)=[O:7])([CH3:4])([CH3:3])[CH3:2]. Product: [C:1]([O:5][C:6]([N:8]1[C@H:13]([CH2:14][NH2:15])[CH2:12][C@H:11]2[C@@H:9]1[CH2:10]2)=[O:7])([CH3:4])([CH3:3])[CH3:2]. The catalyst class is: 50. (5) Reactant: [CH3:1][O:2][C:3]1[CH:8]=[CH:7][C:6]([NH2:9])=[CH:5][C:4]=1[N:10]1[CH2:15][CH2:14][N:13]([CH3:16])[CH2:12][CH2:11]1.[Cl:17][C:18]1[CH:19]=[C:20]([N:25]=[C:26]=[O:27])[CH:21]=[CH:22][C:23]=1[CH3:24]. Product: [ClH:17].[Cl:17][C:18]1[CH:19]=[C:20]([NH:25][C:26]([NH:9][C:6]2[CH:7]=[CH:8][C:3]([O:2][CH3:1])=[C:4]([N:10]3[CH2:11][CH2:12][N:13]([CH3:16])[CH2:14][CH2:15]3)[CH:5]=2)=[O:27])[CH:21]=[CH:22][C:23]=1[CH3:24]. The catalyst class is: 11. (6) Reactant: [CH3:1][C:2]1[N:7]([CH3:8])[N:6]([C:9]2[CH:14]=[CH:13][CH:12]=[CH:11][CH:10]=2)[C:4](=[O:5])[C:3]=1[OH:15].[C:16]([O-])([O-])=O.[K+].[K+].IC. Product: [NH3:6].[CH3:16][O:15][C:3]1[C:4](=[O:5])[N:6]([C:9]2[CH:10]=[CH:11][CH:12]=[CH:13][CH:14]=2)[N:7]([CH3:8])[C:2]=1[CH3:1]. The catalyst class is: 21. (7) Reactant: CC(OC([NH:8][NH:9][C:10]([C:12]1[CH:21]=[CH:20][C:15]([C:16]([O:18][CH3:19])=[O:17])=[CH:14][CH:13]=1)=[O:11])=O)(C)C. Product: [NH:9]([C:10]([C:12]1[CH:21]=[CH:20][C:15]([C:16]([O:18][CH3:19])=[O:17])=[CH:14][CH:13]=1)=[O:11])[NH2:8]. The catalyst class is: 209. (8) Reactant: C([N:8]1[CH2:13][CH2:12][N:11]([C:14]([C:16]2[CH:20]=[C:19]([CH3:21])[N:18]([C:22]3[CH:27]=[CH:26][CH:25]=[CH:24][CH:23]=3)[C:17]=2[C:28]2[CH:33]=[CH:32][CH:31]=[CH:30][CH:29]=2)=[O:15])[C@H:10]([CH2:34][C:35]2[CH:40]=[CH:39][C:38]([OH:41])=[CH:37][CH:36]=2)[CH2:9]1)C1C=CC=CC=1. Product: [CH3:21][C:19]1[N:18]([C:22]2[CH:23]=[CH:24][CH:25]=[CH:26][CH:27]=2)[C:17]([C:28]2[CH:29]=[CH:30][CH:31]=[CH:32][CH:33]=2)=[C:16]([C:14]([N:11]2[CH2:12][CH2:13][NH:8][CH2:9][C@H:10]2[CH2:34][C:35]2[CH:40]=[CH:39][C:38]([OH:41])=[CH:37][CH:36]=2)=[O:15])[CH:20]=1. The catalyst class is: 105. (9) Reactant: [CH:1]([C:9]1[C:17]2[C:12](=[CH:13][C:14]([NH:18][C:19]3[CH:24]=[CH:23][CH:22]=[C:21]([NH2:25])[CH:20]=3)=[CH:15][CH:16]=2)[N:11]([CH2:26][O:27][CH2:28][CH2:29][Si:30]([CH3:33])([CH3:32])[CH3:31])[N:10]=1)=[CH:2][C:3]1[CH:8]=[CH:7][CH:6]=[CH:5][CH:4]=1.N1C=CC=CC=1.[C:40](Cl)(=[O:47])[C:41]1[CH:46]=[CH:45][CH:44]=[CH:43][CH:42]=1. Product: [CH:1]([C:9]1[C:17]2[C:12](=[CH:13][C:14]([NH:18][C:19]3[CH:20]=[C:21]([NH:25][C:40](=[O:47])[C:41]4[CH:46]=[CH:45][CH:44]=[CH:43][CH:42]=4)[CH:22]=[CH:23][CH:24]=3)=[CH:15][CH:16]=2)[N:11]([CH2:26][O:27][CH2:28][CH2:29][Si:30]([CH3:31])([CH3:33])[CH3:32])[N:10]=1)=[CH:2][C:3]1[CH:4]=[CH:5][CH:6]=[CH:7][CH:8]=1. The catalyst class is: 2. (10) Reactant: [Cl:1][C:2]1[CH:10]=[C:9]2[C:5]([CH:6]=[C:7]([C:11]3[CH:12]=[C:13]([CH2:17][NH:18][S:19]([CH3:22])(=[O:21])=[O:20])[CH:14]=[N:15][CH:16]=3)[NH:8]2)=[CH:4][CH:3]=1.[C:23](=O)(OC)OC.C(=O)([O-])[O-].[K+].[K+]. Product: [Cl:1][C:2]1[CH:10]=[C:9]2[C:5]([CH:6]=[C:7]([C:11]3[CH:12]=[C:13]([CH2:17][N:18]([CH3:23])[S:19]([CH3:22])(=[O:20])=[O:21])[CH:14]=[N:15][CH:16]=3)[NH:8]2)=[CH:4][CH:3]=1. The catalyst class is: 3.